From a dataset of Catalyst prediction with 721,799 reactions and 888 catalyst types from USPTO. Predict which catalyst facilitates the given reaction. (1) Reactant: [CH2:1]([C:4]1[CH:9]=[C:8]([N+:10]([O-])=O)[CH:7]=[C:6]([O:13][C:14]([F:17])([F:16])[F:15])[C:5]=1[O:18][CH3:19])[CH:2]=[CH2:3].[ClH:20]. Product: [ClH:20].[CH3:19][O:18][C:5]1[C:6]([O:13][C:14]([F:15])([F:17])[F:16])=[CH:7][C:8]([NH2:10])=[CH:9][C:4]=1[CH2:1][CH2:2][CH3:3]. The catalyst class is: 19. (2) Reactant: Cl.[Br:2][C:3]1[S:7][C:6]([CH2:8]Cl)=[C:5]([CH:10]([NH2:12])[CH3:11])[CH:4]=1.C(N(CC)CC)C.[C:20](O[C:20]([O:22][C:23]([CH3:26])([CH3:25])[CH3:24])=[O:21])([O:22][C:23]([CH3:26])([CH3:25])[CH3:24])=[O:21]. Product: [C:23]([O:22][C:20]([N:12]1[CH:10]([CH3:11])[C:5]2[CH:4]=[C:3]([Br:2])[S:7][C:6]=2[CH2:8]1)=[O:21])([CH3:26])([CH3:25])[CH3:24]. The catalyst class is: 7.